This data is from Full USPTO retrosynthesis dataset with 1.9M reactions from patents (1976-2016). The task is: Predict the reactants needed to synthesize the given product. (1) Given the product [C:1]([O:5][NH:6][C:7]([C:9]1[CH:14]=[C:13]([NH:23][CH2:16][C:17]2[CH:22]=[CH:21][CH:20]=[CH:19][CH:18]=2)[CH:12]=[CH:11][N:10]=1)=[O:8])([CH3:4])([CH3:3])[CH3:2], predict the reactants needed to synthesize it. The reactants are: [C:1]([O:5][NH:6][C:7]([C:9]1[CH:14]=[C:13](Br)[CH:12]=[CH:11][N:10]=1)=[O:8])([CH3:4])([CH3:3])[CH3:2].[CH2:16]([NH2:23])[C:17]1[CH:22]=[CH:21][CH:20]=[CH:19][CH:18]=1. (2) Given the product [C:1]([O:5][C:6](=[O:12])[NH:7][O:8][CH2:9][CH2:10][N:13]1[CH2:18][CH2:17][O:16][CH2:15][CH2:14]1)([CH3:4])([CH3:3])[CH3:2], predict the reactants needed to synthesize it. The reactants are: [C:1]([O:5][C:6](=[O:12])[NH:7][O:8][CH2:9][CH2:10]Br)([CH3:4])([CH3:3])[CH3:2].[NH:13]1[CH2:18][CH2:17][O:16][CH2:15][CH2:14]1. (3) Given the product [Cl:9][C:10]1[CH:11]=[C:12]([OH:30])[CH:13]=[C:14]([NH:16][C:17]2[C:18]3[C:25]4[CH2:26][CH2:27][N:28]([C:5](=[O:7])/[CH:4]=[CH:3]/[CH2:2][N:35]5[CH2:36][CH2:37][CH2:38][O:32][CH2:33][CH2:34]5)[CH2:29][C:24]=4[S:23][C:19]=3[N:20]=[CH:21][N:22]=2)[CH:15]=1, predict the reactants needed to synthesize it. The reactants are: Br[CH2:2]/[CH:3]=[CH:4]/[C:5]([OH:7])=O.Cl.[Cl:9][C:10]1[CH:11]=[C:12]([OH:30])[CH:13]=[C:14]([NH:16][C:17]2[C:18]3[C:25]4[CH2:26][CH2:27][NH:28][CH2:29][C:24]=4[S:23][C:19]=3[N:20]=[CH:21][N:22]=2)[CH:15]=1.Cl.[O:32]1[CH2:38][CH2:37][CH2:36][NH:35][CH2:34][CH2:33]1. (4) Given the product [C:45]([O:49][C:50]([N:52]1[CH2:57][CH2:56][CH:55]([N:34]2[CH2:33][CH2:32][N:31]3[C:27]([NH:26][S:23]([C:20]4[CH:21]=[CH:22][C:17]([NH:16][C@@H:9]([CH2:39][S:36][C:18]5[CH:19]=[CH:20][CH:21]=[CH:22][CH:17]=5)[CH2:8][CH2:7][N:1]5[CH2:6][CH2:5][O:4][CH2:3][CH2:2]5)=[C:18]([S:36]([C:39]([F:40])([F:41])[F:42])(=[O:38])=[O:37])[CH:19]=4)(=[O:25])=[O:24])=[N:28][N:29]=[C:30]3[CH2:35]2)[CH2:54][CH2:53]1)=[O:51])([CH3:48])([CH3:47])[CH3:46], predict the reactants needed to synthesize it. The reactants are: [N:1]1([CH2:7][CH2:8][C@@H:9]([N:16](CS)[C:17]2[CH:22]=[CH:21][C:20]([S:23]([NH:26][C:27]3[N:31]4[CH2:32][CH2:33][NH:34][CH2:35][C:30]4=[N:29][N:28]=3)(=[O:25])=[O:24])=[CH:19][C:18]=2[S:36]([C:39]([F:42])([F:41])[F:40])(=[O:38])=[O:37])C2C=CC=CC=2)[CH2:6][CH2:5][O:4][CH2:3][CH2:2]1.[C:45]([O:49][C:50]([N:52]1[CH2:57][CH2:56][C:55](=O)[CH2:54][CH2:53]1)=[O:51])([CH3:48])([CH3:47])[CH3:46].C([BH3-])#N.[Na+]. (5) The reactants are: [NH:1]1[CH2:6][CH2:5][NH:4][CH2:3][CH2:2]1.[CH:7]1([CH2:10][CH2:11][NH:12][C:13]([C:15]2[N:16]=[N:17][C:18](Cl)=[CH:19][CH:20]=2)=[O:14])[CH2:9][CH2:8]1. Given the product [CH:7]1([CH2:10][CH2:11][NH:12][C:13]([C:15]2[N:16]=[N:17][C:18]([N:1]3[CH2:6][CH2:5][NH:4][CH2:3][CH2:2]3)=[CH:19][CH:20]=2)=[O:14])[CH2:9][CH2:8]1, predict the reactants needed to synthesize it.